This data is from NCI-60 drug combinations with 297,098 pairs across 59 cell lines. The task is: Regression. Given two drug SMILES strings and cell line genomic features, predict the synergy score measuring deviation from expected non-interaction effect. (1) Drug 1: CC(C1=C(C=CC(=C1Cl)F)Cl)OC2=C(N=CC(=C2)C3=CN(N=C3)C4CCNCC4)N. Drug 2: CC1C(C(CC(O1)OC2CC(CC3=C2C(=C4C(=C3O)C(=O)C5=CC=CC=C5C4=O)O)(C(=O)C)O)N)O. Cell line: UACC-257. Synergy scores: CSS=52.4, Synergy_ZIP=3.03, Synergy_Bliss=6.78, Synergy_Loewe=-22.7, Synergy_HSA=6.82. (2) Cell line: EKVX. Synergy scores: CSS=7.61, Synergy_ZIP=-1.60, Synergy_Bliss=3.02, Synergy_Loewe=-1.59, Synergy_HSA=1.21. Drug 2: CCCCCOC(=O)NC1=NC(=O)N(C=C1F)C2C(C(C(O2)C)O)O. Drug 1: CC1=C(C(CCC1)(C)C)C=CC(=CC=CC(=CC(=O)O)C)C. (3) Drug 1: C1=NC2=C(N1)C(=S)N=C(N2)N. Drug 2: CCC1(C2=C(COC1=O)C(=O)N3CC4=CC5=C(C=CC(=C5CN(C)C)O)N=C4C3=C2)O.Cl. Cell line: UACC62. Synergy scores: CSS=33.5, Synergy_ZIP=-5.90, Synergy_Bliss=-2.50, Synergy_Loewe=-1.66, Synergy_HSA=0.990. (4) Drug 1: C1CCC(C1)C(CC#N)N2C=C(C=N2)C3=C4C=CNC4=NC=N3. Drug 2: C1=NC2=C(N=C(N=C2N1C3C(C(C(O3)CO)O)O)F)N. Cell line: KM12. Synergy scores: CSS=29.9, Synergy_ZIP=0.786, Synergy_Bliss=-0.215, Synergy_Loewe=-15.7, Synergy_HSA=0.507. (5) Drug 1: C(CCl)NC(=O)N(CCCl)N=O. Drug 2: N.N.Cl[Pt+2]Cl. Cell line: SF-295. Synergy scores: CSS=35.7, Synergy_ZIP=-2.07, Synergy_Bliss=-2.95, Synergy_Loewe=-17.0, Synergy_HSA=-0.638. (6) Drug 1: C1=NC2=C(N=C(N=C2N1C3C(C(C(O3)CO)O)O)F)N. Drug 2: C1CC(=O)NC(=O)C1N2C(=O)C3=CC=CC=C3C2=O. Cell line: IGROV1. Synergy scores: CSS=-1.48, Synergy_ZIP=0.817, Synergy_Bliss=0.803, Synergy_Loewe=-2.12, Synergy_HSA=-1.45. (7) Drug 1: COC1=C(C=C2C(=C1)N=CN=C2NC3=CC(=C(C=C3)F)Cl)OCCCN4CCOCC4. Drug 2: C(=O)(N)NO. Cell line: SK-OV-3. Synergy scores: CSS=38.9, Synergy_ZIP=-2.96, Synergy_Bliss=0.172, Synergy_Loewe=-50.0, Synergy_HSA=-1.11. (8) Drug 1: C1=CN(C=N1)CC(O)(P(=O)(O)O)P(=O)(O)O. Drug 2: C(CN)CNCCSP(=O)(O)O. Cell line: PC-3. Synergy scores: CSS=1.33, Synergy_ZIP=2.35, Synergy_Bliss=5.11, Synergy_Loewe=5.76, Synergy_HSA=1.97.